The task is: Regression. Given a peptide amino acid sequence and an MHC pseudo amino acid sequence, predict their binding affinity value. This is MHC class II binding data.. This data is from Peptide-MHC class II binding affinity with 134,281 pairs from IEDB. (1) The MHC is DRB1_1001 with pseudo-sequence DRB1_1001. The peptide sequence is EKKYFAATLFEPLAA. The binding affinity (normalized) is 0.770. (2) The peptide sequence is YDKFLANVSFVLTGK. The MHC is DRB1_0802 with pseudo-sequence DRB1_0802. The binding affinity (normalized) is 0.456. (3) The peptide sequence is EREKSAAIDGEYRLK. The MHC is DRB1_1101 with pseudo-sequence DRB1_1101. The binding affinity (normalized) is 0.0176. (4) The binding affinity (normalized) is 0.471. The peptide sequence is DLQMVIAGAKSKFPR. The MHC is DRB1_1501 with pseudo-sequence DRB1_1501.